From a dataset of Forward reaction prediction with 1.9M reactions from USPTO patents (1976-2016). Predict the product of the given reaction. (1) Given the reactants [H-].[Na+].[CH2:3]([O:10][C:11]1[CH:12]=[C:13]2[C:17](=[CH:18][CH:19]=1)[NH:16][CH:15]=[CH:14]2)[C:4]1[CH:9]=[CH:8][CH:7]=[CH:6][CH:5]=1.Br[CH2:21][C:22]1[CH:23]=[CH:24][C:25]([CH3:35])=[C:26]([CH:34]=1)[C:27]([O:29][C:30]([CH3:33])([CH3:32])[CH3:31])=[O:28], predict the reaction product. The product is: [CH3:35][C:25]1[CH:24]=[CH:23][C:22]([CH2:21][N:16]2[C:17]3[C:13](=[CH:12][C:11]([O:10][CH2:3][C:4]4[CH:5]=[CH:6][CH:7]=[CH:8][CH:9]=4)=[CH:19][CH:18]=3)[CH:14]=[CH:15]2)=[CH:34][C:26]=1[C:27]([O:29][C:30]([CH3:33])([CH3:32])[CH3:31])=[O:28]. (2) Given the reactants C(OC([N:8]1[C@@H:12]([CH:13]=[O:14])[CH2:11]OC1(C)C)=O)(C)(C)C.[C:30]1(P([C:30]2[CH:35]=[CH:34][CH:33]=[CH:32][CH:31]=2)[C:30]2[CH:35]=[CH:34][CH:33]=[CH:32][CH:31]=2)[CH:35]=[CH:34][CH:33]=[CH:32][CH:31]=1.C(Br)(Br)(Br)Br.Cl[C:42]1[CH:43]=C(B(O)O)C=C[C:47]=1Cl.C[Zn]C.Cl, predict the reaction product. The product is: [NH2:8][C@@H:12](/[CH:11]=[C:47](/[C:30]1[CH:31]=[CH:32][CH:33]=[CH:34][CH:35]=1)\[CH2:42][CH3:43])[CH2:13][OH:14]. (3) The product is: [C:1]([O:4][C@H:5]1[C@H:9]([O:10][C:11](=[O:13])[CH3:12])[C@@H:8]([CH2:14][O:15][Si:16]([CH:23]([CH3:25])[CH3:24])([CH:20]([CH3:22])[CH3:21])[CH:17]([CH3:19])[CH3:18])[O:7][C@H:6]1[N:26]1[CH:34]=[N:33][C:32]2[C:27]1=[N:28][CH:29]=[N:30][C:31]=2[Br:40])(=[O:3])[CH3:2]. Given the reactants [C:1]([O:4][C@H:5]1[C@H:9]([O:10][C:11](=[O:13])[CH3:12])[C@@H:8]([CH2:14][O:15][Si:16]([CH:23]([CH3:25])[CH3:24])([CH:20]([CH3:22])[CH3:21])[CH:17]([CH3:19])[CH3:18])[O:7][C@H:6]1[N:26]1[CH:34]=[N:33][C:32]2[C:27]1=[N:28][CH:29]=[N:30][C:31]=2N)(=[O:3])[CH3:2].C[Si]([Br:40])(C)C.C(ON=O)(C)(C)C.C(=O)(O)[O-].[Na+], predict the reaction product. (4) Given the reactants Cl.[N:2]1([C:7]2[N:12]=[C:11]([CH2:13][NH2:14])[CH:10]=[C:9]([CH3:15])[N:8]=2)[CH:6]=[CH:5][N:4]=[CH:3]1.C(N(CC)CC)C.[C:23]([C:31]1[CH:36]=[CH:35][CH:34]=[CH:33][CH:32]=1)(=O)[C:24]1[CH:29]=[CH:28][CH:27]=[CH:26][CH:25]=1.O.C1(C)C=CC(S(O)(=O)=O)=CC=1, predict the reaction product. The product is: [C:23](=[N:14][CH2:13][C:11]1[CH:10]=[C:9]([CH3:15])[N:8]=[C:7]([N:2]2[CH:6]=[CH:5][N:4]=[CH:3]2)[N:12]=1)([C:24]1[CH:29]=[CH:28][CH:27]=[CH:26][CH:25]=1)[C:31]1[CH:36]=[CH:35][CH:34]=[CH:33][CH:32]=1. (5) Given the reactants [CH3:1][CH:2]1[CH2:4][CH:3]1[C:5](=O)[CH2:6][C:7]#[N:8].O.[NH2:11][NH2:12], predict the reaction product. The product is: [CH3:1][C@H:2]1[CH2:4][C@H:3]1[C:5]1[CH:6]=[C:7]([NH2:8])[NH:12][N:11]=1.